From a dataset of Catalyst prediction with 721,799 reactions and 888 catalyst types from USPTO. Predict which catalyst facilitates the given reaction. Reactant: Cl[C:2]1[N:7]=[N:6][C:5]([N:8]2[CH2:13][CH2:12][CH:11]([N:14]([CH3:22])[C:15](=[O:21])[O:16][C:17]([CH3:20])([CH3:19])[CH3:18])[CH2:10][CH2:9]2)=[C:4]([CH3:23])[C:3]=1[CH3:24].[F:25][C:26]1[CH:31]=[CH:30][C:29](B(O)O)=[CH:28][CH:27]=1.C([O-])([O-])=O.[Cs+].[Cs+]. Product: [F:25][C:26]1[CH:31]=[CH:30][C:29]([C:2]2[N:7]=[N:6][C:5]([N:8]3[CH2:13][CH2:12][CH:11]([N:14]([CH3:22])[C:15](=[O:21])[O:16][C:17]([CH3:20])([CH3:19])[CH3:18])[CH2:10][CH2:9]3)=[C:4]([CH3:23])[C:3]=2[CH3:24])=[CH:28][CH:27]=1. The catalyst class is: 38.